From a dataset of Full USPTO retrosynthesis dataset with 1.9M reactions from patents (1976-2016). Predict the reactants needed to synthesize the given product. Given the product [C:20]([O:19][C:18]([NH:17][CH2:16][CH2:15][NH:14][C:2]1[S:3][C:4]([NH:12][CH3:13])=[C:5]([C:7]([O:9][CH2:10][CH3:11])=[O:8])[N:6]=1)=[O:24])([CH3:23])([CH3:22])[CH3:21], predict the reactants needed to synthesize it. The reactants are: Br[C:2]1[S:3][C:4]([NH:12][CH3:13])=[C:5]([C:7]([O:9][CH2:10][CH3:11])=[O:8])[N:6]=1.[NH2:14][CH2:15][CH2:16][NH:17][C:18](=[O:24])[O:19][C:20]([CH3:23])([CH3:22])[CH3:21].CCOP(O)N(C(C)C)C(C)C.